Predict the reaction yield, written as a fraction of the theoretical maximum amount of product (1.0 means a 100% yield; for example, 0.34 means a 34% yield). From a dataset of Reaction yield outcomes from USPTO patents with 853,638 reactions. (1) The reactants are [C:1]([O:5][C:6]([NH:8][C@H:9]([C:22]([O:24][CH:25]1[CH2:29][CH2:28][CH2:27][CH2:26]1)=[O:23])[CH2:10][CH2:11][C:12]([O:14][CH2:15][C:16]1[CH:21]=[CH:20][CH:19]=[CH:18][CH:17]=1)=[O:13])=[O:7])([CH3:4])([CH3:3])[CH3:2].[C:30](O[C:30]([O:32][C:33]([CH3:36])([CH3:35])[CH3:34])=[O:31])([O:32][C:33]([CH3:36])([CH3:35])[CH3:34])=[O:31]. The catalyst is C(#N)C.CN(C1C=CN=CC=1)C. The product is [C:1]([O:5][C:6]([N:8]([C:30]([O:32][C:33]([CH3:36])([CH3:35])[CH3:34])=[O:31])[C@H:9]([C:22]([O:24][CH:25]1[CH2:26][CH2:27][CH2:28][CH2:29]1)=[O:23])[CH2:10][CH2:11][C:12]([O:14][CH2:15][C:16]1[CH:21]=[CH:20][CH:19]=[CH:18][CH:17]=1)=[O:13])=[O:7])([CH3:4])([CH3:2])[CH3:3]. The yield is 0.960. (2) The reactants are [NH2:1][C:2]1[S:3][C:4]([C:7]([NH:9][C:10]2[C:15]([CH3:16])=[CH:14][CH:13]=[CH:12][C:11]=2[Cl:17])=[O:8])=[CH:5][N:6]=1.[Cl:18][C:19]1[CH:24]=[C:23](Cl)[N:22]=[C:21]([CH3:26])[N:20]=1.CC(C)([O-])C.[Na+].Cl. The catalyst is C1COCC1. The product is [Cl:18][C:19]1[N:20]=[C:21]([CH3:26])[N:22]=[C:23]([NH:1][C:2]2[S:3][C:4]([C:7]([NH:9][C:10]3[C:15]([CH3:16])=[CH:14][CH:13]=[CH:12][C:11]=3[Cl:17])=[O:8])=[CH:5][N:6]=2)[CH:24]=1. The yield is 0.864. (3) The reactants are [CH:1]1([N:7]2[C:11](=[O:12])[C:10]([C:21]3[CH:26]=[CH:25][C:24]([O:27][CH3:28])=[CH:23][CH:22]=3)([C:13]3[CH:18]=[CH:17][C:16]([O:19][CH3:20])=[CH:15][CH:14]=3)[NH:9][C:8]2=S)[CH2:6][CH2:5][CH2:4][CH2:3][CH2:2]1.[NH4+:30].C(OO)(C)(C)C. The catalyst is CO. The product is [CH:1]1([N:7]2[C:11](=[O:12])[C:10]([C:21]3[CH:26]=[CH:25][C:24]([O:27][CH3:28])=[CH:23][CH:22]=3)([C:13]3[CH:18]=[CH:17][C:16]([O:19][CH3:20])=[CH:15][CH:14]=3)[NH:9][C:8]2=[NH:30])[CH2:6][CH2:5][CH2:4][CH2:3][CH2:2]1. The yield is 0.590. (4) The reactants are [CH3:1][CH2:2][Mg+].[Br-].[CH3:5][C@:6]12[CH2:22][CH2:21][C@H:20]3[C@@H:11]([CH:12]=[CH:13][C:14]4[C@@H:19]3[CH2:18][CH2:17][C:16](=[O:23])[CH:15]=4)[C@@H:10]1[CH2:9][CH2:8][C:7]2=[O:24].[NH4+].[Cl-].CCOC(C)=O.CCCCCC. The catalyst is C1COCC1. The product is [CH2:1]([C@H:12]1[CH2:13][C:14]2[C@H:19]([CH2:18][CH2:17][C:16](=[O:23])[CH:15]=2)[C@@H:20]2[C@@H:11]1[C@H:10]1[C@@:6]([CH2:22][CH2:21]2)([CH3:5])[C:7](=[O:24])[CH2:8][CH2:9]1)[CH3:2]. The yield is 0.390. (5) The product is [NH2:1][C:2]1[N:7]=[CH:6][C:5]([C:8]2[N:13]=[C:12]([CH:32]3[CH2:34][CH2:33]3)[N:11]=[C:10]([CH:15]3[CH2:20][CH2:19][N:18]([C:21]([O:23][C:24]([CH3:27])([CH3:26])[CH3:25])=[O:22])[CH2:17][CH2:16]3)[CH:9]=2)=[CH:4][C:3]=1[O:28][CH:29]([F:31])[F:30]. The reactants are [NH2:1][C:2]1[N:7]=[CH:6][C:5]([C:8]2[N:13]=[C:12](Cl)[N:11]=[C:10]([CH:15]3[CH2:20][CH2:19][N:18]([C:21]([O:23][C:24]([CH3:27])([CH3:26])[CH3:25])=[O:22])[CH2:17][CH2:16]3)[CH:9]=2)=[CH:4][C:3]=1[O:28][CH:29]([F:31])[F:30].[CH:32]1(B(O)O)[CH2:34][CH2:33]1.P([O-])([O-])([O-])=O.[K+].[K+].[K+]. The catalyst is O1CCOCC1.C1C=CC(/C=C/C(/C=C/C2C=CC=CC=2)=O)=CC=1.C1C=CC(/C=C/C(/C=C/C2C=CC=CC=2)=O)=CC=1.C1C=CC(/C=C/C(/C=C/C2C=CC=CC=2)=O)=CC=1.[Pd].[Pd].C[C@]12C[C@@]3(C)OC(C)(C[C@](C)(O3)O1)P2C1C=CC=CC=1. The yield is 0.410. (6) The reactants are [Cl:1][C:2]1[CH:3]=[C:4]2[CH:10]=[CH:9][N:8]([C:11]3[N:15]([CH3:16])[N:14]=[C:13]([CH3:17])[C:12]=3/[CH:18]=[CH:19]/[C:20](O)=[O:21])[C:5]2=[N:6][CH:7]=1.CC1C=CC=C([N+]([O-])=O)C=1C(OC(=O)C1C([N+]([O-])=O)=CC=CC=1C)=O.[CH2:48]([S:52]([NH2:55])(=[O:54])=[O:53])[CH2:49][CH2:50][CH3:51].C(N(CC)CC)C. The catalyst is CN(C)C1C=CN=CC=1.C(#N)C. The product is [CH2:48]([S:52]([NH:55][C:20](=[O:21])/[CH:19]=[CH:18]/[C:12]1[C:13]([CH3:17])=[N:14][N:15]([CH3:16])[C:11]=1[N:8]1[C:5]2=[N:6][CH:7]=[C:2]([Cl:1])[CH:3]=[C:4]2[CH:10]=[CH:9]1)(=[O:54])=[O:53])[CH2:49][CH2:50][CH3:51]. The yield is 0.880. (7) The reactants are [C:1]1(=[O:9])[CH2:7][CH2:6][CH2:5][CH2:4][CH2:3][C:2]1=O.Cl.[Cl:11][C:12]1[CH:17]=[C:16]([Cl:18])[CH:15]=[CH:14][C:13]=1[NH:19]N. The catalyst is CO.C(O)(C)=O.Cl. The product is [Cl:18][C:16]1[CH:15]=[C:14]2[C:13](=[C:12]([Cl:11])[CH:17]=1)[NH:19][C:2]1[C:1](=[O:9])[CH2:7][CH2:6][CH2:5][CH2:4][C:3]2=1. The yield is 0.0940. (8) The reactants are Cl[CH2:2][C:3]1[N:12]([C:13]2[CH:18]=[CH:17][CH:16]=[CH:15][C:14]=2[Cl:19])[C:11](=[O:20])[C:10]2[C:5](=[CH:6][CH:7]=[CH:8][C:9]=2[CH3:21])[N:4]=1.[N:22]1[C:30]([NH2:31])=[C:29]2[C:25]([N:26]=[CH:27][NH:28]2)=[N:24][CH:23]=1.C([O-])([O-])=O.[K+].[K+]. The catalyst is CN(C=O)C. The product is [NH2:31][C:30]1[N:22]=[CH:23][N:24]=[C:25]2[C:29]=1[N:28]=[CH:27][N:26]2[CH2:2][C:3]1[N:12]([C:13]2[CH:18]=[CH:17][CH:16]=[CH:15][C:14]=2[Cl:19])[C:11](=[O:20])[C:10]2[C:5](=[CH:6][CH:7]=[CH:8][C:9]=2[CH3:21])[N:4]=1. The yield is 0.280. (9) The reactants are [Br:1][CH:2](Br)[C:3]([C:5]1[S:9][C:8]([N:10]2[CH2:15][CH2:14][O:13][CH2:12][CH2:11]2)=[C:7]([C:16]#[N:17])[C:6]=1[C:18]1[CH:23]=[CH:22][C:21]([Cl:24])=[CH:20][C:19]=1[Cl:25])=[O:4].C1COCC1.P([O-])(OCC)OCC. No catalyst specified. The product is [Br:1][CH2:2][C:3]([C:5]1[S:9][C:8]([N:10]2[CH2:15][CH2:14][O:13][CH2:12][CH2:11]2)=[C:7]([C:16]#[N:17])[C:6]=1[C:18]1[CH:23]=[CH:22][C:21]([Cl:24])=[CH:20][C:19]=1[Cl:25])=[O:4]. The yield is 0.300. (10) The reactants are Cl[C:2]1[N:3]=[C:4]([NH:18][CH2:19][CH2:20][CH3:21])[C:5]2[N:6]=[C:7]([NH:16][CH3:17])[N:8]=[C:9]([NH:12][CH2:13][CH2:14][CH3:15])[C:10]=2[N:11]=1.[F:22][C:23]1[CH:30]=[CH:29][C:26]([CH2:27][NH2:28])=[CH:25][CH:24]=1.Cl.ClC1C(C)=C(C=CC=1)CNC1N=C(NCCC)C2N=C(NC)N=C(NCCC)C=2N=1. The catalyst is C(O)CCC. The product is [F:22][C:23]1[CH:30]=[CH:29][C:26]([CH2:27][NH:28][C:2]2[N:3]=[C:4]([NH:18][CH2:19][CH2:20][CH3:21])[C:5]3[N:6]=[C:7]([NH:16][CH3:17])[N:8]=[C:9]([NH:12][CH2:13][CH2:14][CH3:15])[C:10]=3[N:11]=2)=[CH:25][CH:24]=1. The yield is 0.370.